From a dataset of NCI-60 drug combinations with 297,098 pairs across 59 cell lines. Regression. Given two drug SMILES strings and cell line genomic features, predict the synergy score measuring deviation from expected non-interaction effect. (1) Drug 1: C1CC(C1)(C(=O)O)C(=O)O.[NH2-].[NH2-].[Pt+2]. Drug 2: CS(=O)(=O)OCCCCOS(=O)(=O)C. Cell line: OVCAR3. Synergy scores: CSS=-0.774, Synergy_ZIP=0.400, Synergy_Bliss=-2.44, Synergy_Loewe=-6.39, Synergy_HSA=-5.88. (2) Drug 1: CC12CCC3C(C1CCC2O)C(CC4=C3C=CC(=C4)O)CCCCCCCCCS(=O)CCCC(C(F)(F)F)(F)F. Drug 2: CC(C)NC(=O)C1=CC=C(C=C1)CNNC.Cl. Cell line: KM12. Synergy scores: CSS=-2.75, Synergy_ZIP=0.0643, Synergy_Bliss=-3.25, Synergy_Loewe=-3.13, Synergy_HSA=-3.71. (3) Drug 1: CNC(=O)C1=CC=CC=C1SC2=CC3=C(C=C2)C(=NN3)C=CC4=CC=CC=N4. Drug 2: C1C(C(OC1N2C=NC3=C(N=C(N=C32)Cl)N)CO)O. Cell line: BT-549. Synergy scores: CSS=11.0, Synergy_ZIP=-3.56, Synergy_Bliss=-1.76, Synergy_Loewe=-18.7, Synergy_HSA=-3.31. (4) Drug 1: C1=CC(=CC=C1CCCC(=O)O)N(CCCl)CCCl. Drug 2: C1C(C(OC1N2C=NC3=C(N=C(N=C32)Cl)N)CO)O. Cell line: M14. Synergy scores: CSS=8.09, Synergy_ZIP=-6.52, Synergy_Bliss=-6.11, Synergy_Loewe=-13.0, Synergy_HSA=-6.93. (5) Drug 1: C1=CC(=CC=C1CC(C(=O)O)N)N(CCCl)CCCl.Cl. Drug 2: C1=NC2=C(N=C(N=C2N1C3C(C(C(O3)CO)O)O)F)N. Cell line: T-47D. Synergy scores: CSS=11.7, Synergy_ZIP=-3.55, Synergy_Bliss=-0.916, Synergy_Loewe=-10.4, Synergy_HSA=-4.26. (6) Drug 1: C1=CC(=CC=C1CC(C(=O)O)N)N(CCCl)CCCl.Cl. Drug 2: C1=NC2=C(N=C(N=C2N1C3C(C(C(O3)CO)O)O)F)N. Cell line: SNB-75. Synergy scores: CSS=1.66, Synergy_ZIP=-0.0796, Synergy_Bliss=-0.777, Synergy_Loewe=-4.09, Synergy_HSA=-3.90.